From a dataset of Experimentally validated miRNA-target interactions with 360,000+ pairs, plus equal number of negative samples. Binary Classification. Given a miRNA mature sequence and a target amino acid sequence, predict their likelihood of interaction. The miRNA is mmu-miR-152-3p with sequence UCAGUGCAUGACAGAACUUGG. The protein sequence of the target gene is MAAATADPGAGNPQAGDSSGGDSGGGLPSPGEQELSRRLQRLYPAVNQHETPLPRSWSPKDKYNYIGLSQGNLRVHYKGHGKNHKDAASVRATHPIPAACGIYYFEVKIVSKGRDGYMGIGLSAQGVNMNRLPGWDKHSYGYHGDDGHSFCSSGTGQPYGPTFTTGDVIGCCVNLINGTCFYTKNGHSLGIAFTDLPANLYPTVGLQTPGEIVDANFGQQPFLFDIEDYMREWRAKVQGTVHGFPISARLGEWQAVLQNMVSSYLVHHGYCSTATAFARMTETPIQEEQASIKNRQKIQK.... Result: 0 (no interaction).